This data is from Reaction yield outcomes from USPTO patents with 853,638 reactions. The task is: Predict the reaction yield, written as a fraction of the theoretical maximum amount of product (1.0 means a 100% yield; for example, 0.34 means a 34% yield). (1) The reactants are [OH-].[Na+].BrBr.[C:5]([C:8]1[C:9]([Cl:23])=[C:10]2[C:15](=[C:16]([CH3:18])[CH:17]=1)[S:14](=[O:20])(=[O:19])[CH2:13][CH2:12][C:11]2([CH3:22])[CH3:21])(=[O:7])C.C(OCC)(=[O:26])C. The catalyst is O. The product is [Cl:23][C:9]1[C:8]([C:5]([OH:26])=[O:7])=[CH:17][C:16]([CH3:18])=[C:15]2[C:10]=1[C:11]([CH3:22])([CH3:21])[CH2:12][CH2:13][S:14]2(=[O:20])=[O:19]. The yield is 0.750. (2) The yield is 0.990. The product is [Cl:1][C:2]1[C:10]2[N:9]=[C:8]3[N:11]([C:15]4[C:16]([CH3:23])=[N:17][C:18]([O:21][CH3:22])=[CH:19][CH:20]=4)[CH2:12][CH2:13][CH2:14][N:7]3[C:6]=2[C:5]([CH2:24][OH:25])=[CH:4][CH:3]=1. The catalyst is O1CCCC1. The reactants are [Cl:1][C:2]1[CH:3]=[CH:4][C:5]([C:24](OC)=[O:25])=[C:6]2[C:10]=1[N:9]=[C:8]1[N:11]([C:15]3[C:16]([CH3:23])=[N:17][C:18]([O:21][CH3:22])=[CH:19][CH:20]=3)[CH2:12][CH2:13][CH2:14][N:7]21.[BH4-].[Li+].